Dataset: CYP3A4 inhibition data for predicting drug metabolism from PubChem BioAssay. Task: Regression/Classification. Given a drug SMILES string, predict its absorption, distribution, metabolism, or excretion properties. Task type varies by dataset: regression for continuous measurements (e.g., permeability, clearance, half-life) or binary classification for categorical outcomes (e.g., BBB penetration, CYP inhibition). Dataset: cyp3a4_veith. (1) The drug is NC1(C(=O)O)C[C@H](C(=O)O)[C@H](C(=O)O)C1. The result is 0 (non-inhibitor). (2) The molecule is N[C@@H](Cc1cc(-c2ccc(Cl)cc2Cl)cc(CP(=O)(O)O)c1O)C(=O)O. The result is 0 (non-inhibitor). (3) The drug is O=C(COc1ccc([N+](=O)[O-])cc1)Nc1ccc(C(=O)NCc2cccnc2)cc1. The result is 1 (inhibitor). (4) The molecule is COC(=O)N1CCC2(CCCN(c3ccccn3)C2)CC1. The result is 0 (non-inhibitor). (5) The molecule is O=C(O)c1ccc(CNCc2ccccc2)cc1. The result is 0 (non-inhibitor). (6) The molecule is CCN(CC)CCN1C(=O)c2cccc3cc(N)cc(c23)C1=O. The result is 0 (non-inhibitor). (7) The drug is N#C/C(=C\Nc1ccccn1)C(=O)C1CC1. The result is 0 (non-inhibitor). (8) The molecule is CCC(=O)N[C@@H]1CCc2cccc(OC)c2C1. The result is 0 (non-inhibitor). (9) The result is 1 (inhibitor). The molecule is COc1ccccc1N1CCN(c2nc3c(C)cccn3c(=O)c2C=O)CC1. (10) The result is 1 (inhibitor). The molecule is Cc1ccccc1-c1nccc(NCc2cccnc2)n1.